This data is from Full USPTO retrosynthesis dataset with 1.9M reactions from patents (1976-2016). The task is: Predict the reactants needed to synthesize the given product. (1) Given the product [F:37][C:36]([F:39])([F:38])[S:33]([O:18][C:15]1[CH:16]=[CH:17][C:10]2[CH:9]=[CH:8][C:5]3=[N:6][CH:7]=[C:2]([Cl:1])[CH:3]=[C:4]3[C:12](=[O:13])[C:11]=2[C:14]=1[F:19])(=[O:35])=[O:34], predict the reactants needed to synthesize it. The reactants are: [Cl:1][C:2]1[CH:3]=[C:4]2[C:12](=[O:13])[C:11]3[C:14]([F:19])=[C:15]([OH:18])[CH:16]=[CH:17][C:10]=3[CH:9]=[CH:8][C:5]2=[N:6][CH:7]=1.C(=O)([O-])[O-].[Cs+].[Cs+].C1C=CC(N([S:33]([C:36]([F:39])([F:38])[F:37])(=[O:35])=[O:34])[S:33]([C:36]([F:39])([F:38])[F:37])(=[O:35])=[O:34])=CC=1.C([O-])(O)=O.[Na+]. (2) Given the product [F:46][C:26]1[CH:25]=[C:24]([NH:23][C:50]([NH:19][C:3]2[C:7]([F:12])=[CH:8][CH:9]=[C:10]([F:11])[C:2]=2[F:1])=[O:49])[CH:29]=[CH:28][C:27]=1[C:30]1[CH:38]=[CH:37][C:36]([C:39]2[NH:40][C:41]([CH3:44])=[CH:42][N:43]=2)=[C:35]2[C:31]=1[CH2:32][NH:33][C:34]2=[O:45], predict the reactants needed to synthesize it. The reactants are: [F:1][C:2]1[C:10]([F:11])=[CH:9][CH:8]=[C:7]([F:12])[C:3]=1C(O)=O.P(Cl)(Cl)(Cl)(Cl)Cl.[N-:19]=[N+]=[N-].[Na+].[NH2:23][C:24]1[CH:29]=[CH:28][C:27]([C:30]2[CH:38]=[CH:37][C:36]([C:39]3[NH:40][C:41]([CH3:44])=[CH:42][N:43]=3)=[C:35]3[C:31]=2[CH2:32][NH:33][C:34]3=[O:45])=[C:26]([F:46])[CH:25]=1.C([O:49][CH2:50]C)C. (3) The reactants are: [CH3:1][O:2][C:3]1[CH:8]=[CH:7][C:6]([N:9]2[CH:13]=[CH:12][C:11]([CH:14]=[O:15])=[CH:10]2)=[CH:5][CH:4]=1.[OH-].[Na+].[Mn]([O-])(=O)(=O)=[O:19].[K+]. Given the product [CH3:1][O:2][C:3]1[CH:4]=[CH:5][C:6]([N:9]2[CH:13]=[CH:12][C:11]([C:14]([OH:19])=[O:15])=[CH:10]2)=[CH:7][CH:8]=1, predict the reactants needed to synthesize it. (4) Given the product [CH3:25][N:26]([N:15]=[N:1][C:2]1[C:6]2[CH2:7][CH2:8][CH2:9][CH2:10][C:5]=2[Se:4][C:3]=1[C:11]([O:22][CH3:19])=[O:28])[CH3:27], predict the reactants needed to synthesize it. The reactants are: [NH2:1][C:2]1[C:6]2[CH2:7][CH2:8][CH2:9][CH2:10][C:5]=2[Se:4][C:3]=1[C:11]([O-])=O.Cl.[N:15]([O-])=O.[Na+].[C:19](=[O:22])([O-])[O-].[K+].[K+].[CH3:25][NH:26][CH3:27].[OH2:28]. (5) Given the product [CH2:2]1[CH:5]2[CH:10]3[CH:86]=[CH:87][CH:90]([CH:91]2[CH:92]=[CH:3]1)[CH2:9]3.[CH:77](=[C:75]1[CH2:74][CH:73]2[CH2:82][CH:76]1[CH:71]=[CH:72]2)[CH3:80], predict the reactants needed to synthesize it. The reactants are: C[C:2]([C:5]1[C:10](O)=[C:9](C(C)(C)C)C=C(CCC(OCC(COC(CC[C:71]2[CH:76]=[C:75]([C:77]([CH3:80])(C)C)[C:74](O)=[C:73]([C:82](C)(C)C)[CH:72]=2)=O)(COC([CH2:3][CH2:2][C:5]2C=C(C(C)(C)C)C(O)=[C:9](C(C)(C)C)[CH:10]=2)=O)COC([CH2:80][CH2:77][C:75]2[CH:76]=[C:71](C(C)(C)C)[C:72](O)=[C:73]([C:82](C)(C)C)[CH:74]=2)=O)=O)C=1)(C)[CH3:3].[CH3:86][C:87]([C:90]1C=CC(OP(O[C:91]2[CH:92]=CC(C(C)(C)C)=C[C:90]=2[C:87](C)(C)[CH3:86])O[C:91]2[CH:92]=CC(C(C)(C)C)=C[C:90]=2[C:87](C)(C)[CH3:86])=[C:92](C(C)(C)C)[CH:91]=1)(C)C.[Cl-].C([Al+]CC)C. (6) Given the product [C:26]([C:25]1[CH:24]=[C:23]([NH:22][CH:34]([C:14]2[CH:15]=[CH:16][C:11]([CH2:10][CH2:9][OH:8])=[C:12]([CH2:20][CH3:21])[CH:13]=2)[C:33]([OH:37])=[O:36])[CH:31]=[CH:30][CH:29]=1)(=[O:27])[NH2:28], predict the reactants needed to synthesize it. The reactants are: [Si]([O:8][CH2:9][CH2:10][C:11]1[CH:16]=[CH:15][C:14](B(O)O)=[CH:13][C:12]=1[CH2:20][CH3:21])(C(C)(C)C)(C)C.[NH2:22][C:23]1[CH:24]=[C:25]([CH:29]=[CH:30][CH:31]=1)[C:26]([NH2:28])=[O:27].O.[C:33]([OH:37])(=[O:36])[CH:34]=O.